From a dataset of Full USPTO retrosynthesis dataset with 1.9M reactions from patents (1976-2016). Predict the reactants needed to synthesize the given product. (1) Given the product [Cl:18][C:15]1[S:14][C:13]([CH2:12][C:10]2[N:9]([CH:19]([CH2:22][CH3:23])[CH2:20][CH3:21])[C:8]3[CH:24]=[CH:25][C:5]([C:3]([OH:4])=[O:2])=[CH:6][C:7]=3[N:11]=2)=[CH:17][CH:16]=1, predict the reactants needed to synthesize it. The reactants are: C[O:2][C:3]([C:5]1[CH:25]=[CH:24][C:8]2[N:9]([CH:19]([CH2:22][CH3:23])[CH2:20][CH3:21])[C:10]([CH2:12][C:13]3[S:14][C:15]([Cl:18])=[CH:16][CH:17]=3)=[N:11][C:7]=2[CH:6]=1)=[O:4].[OH-].[Li+].O.Cl. (2) Given the product [CH2:10]([O:12][C:13]([C:14]1[S:9][C:3]2[CH:4]=[CH:5][C:6]([Br:8])=[CH:7][C:2]=2[NH:1][C:15]=1[OH:16])=[O:18])[CH3:11], predict the reactants needed to synthesize it. The reactants are: [NH2:1][C:2]1[CH:7]=[C:6]([Br:8])[CH:5]=[CH:4][C:3]=1[SH:9].[CH2:10]([O:12][C:13](=[O:18])[CH2:14][C:15](Cl)=[O:16])[CH3:11]. (3) Given the product [OH:24][CH2:25][C:26]([NH:29][S:30]([C:33]1[S:37][C:36]([C:22]#[C:21][C:20]2[CH:19]=[N:18][N:11]3[C:12]([C:14]([F:15])([F:17])[F:16])=[CH:13][C:8]([C:5]4[CH:6]=[CH:7][C:2]([Cl:1])=[C:3]([CH3:23])[CH:4]=4)=[N:9][C:10]=23)=[N:35][CH:34]=1)(=[O:32])=[O:31])([CH3:28])[CH3:27], predict the reactants needed to synthesize it. The reactants are: [Cl:1][C:2]1[CH:7]=[CH:6][C:5]([C:8]2[CH:13]=[C:12]([C:14]([F:17])([F:16])[F:15])[N:11]3[N:18]=[CH:19][C:20]([C:21]#[CH:22])=[C:10]3[N:9]=2)=[CH:4][C:3]=1[CH3:23].[OH:24][CH2:25][C:26]([NH:29][S:30]([C:33]1[S:37][C:36](Cl)=[N:35][CH:34]=1)(=[O:32])=[O:31])([CH3:28])[CH3:27]. (4) Given the product [CH:1]([O:4][C:5]1[C:13]([O:14][C@@H:16]2[CH2:21][CH2:20][CH2:19][C@H:18]([NH2:22])[CH2:17]2)=[CH:12][CH:11]=[C:10]2[C:6]=1[CH:7]=[N:8][NH:9]2)([CH3:3])[CH3:2], predict the reactants needed to synthesize it. The reactants are: [CH:1]([O:4][C:5]1[C:13]([OH:14])=[CH:12][CH:11]=[C:10]2[C:6]=1[CH:7]=[N:8][NH:9]2)([CH3:3])[CH3:2].O[C@H:16]1[CH2:21][CH2:20][CH2:19][C@H:18]([N:22]2C(=O)C3C(=CC=CC=3)C2=O)[CH2:17]1.Cl.C(OC1C(O[C@@H]2CCC[C@H](N)C2)=CC=C2C=1C=NN2)CC.C(C=P(CCCC)(CCCC)CCCC)#N.